Predict the product of the given reaction. From a dataset of Forward reaction prediction with 1.9M reactions from USPTO patents (1976-2016). (1) Given the reactants [OH:1][C:2]1[CH:9]=[CH:8][C:5]([CH2:6][OH:7])=[CH:4][CH:3]=1.CCN(C(C)C)C(C)C.[CH:19]([Si:22](Cl)([CH:26]([CH3:28])[CH3:27])[CH:23]([CH3:25])[CH3:24])([CH3:21])[CH3:20], predict the reaction product. The product is: [CH:19]([Si:22]([CH:26]([CH3:28])[CH3:27])([CH:23]([CH3:25])[CH3:24])[O:1][C:2]1[CH:9]=[CH:8][C:5]([CH2:6][OH:7])=[CH:4][CH:3]=1)([CH3:21])[CH3:20]. (2) The product is: [NH2:37][C:34]([CH3:35])([CH3:36])[C:33]([NH:32][C@H:27]([CH2:28][CH:29]([CH3:30])[CH3:31])[C:26]([NH:25][CH:14]1[CH2:13][C:12]2[C:17](=[C:8]([N:3]3[C:2](=[O:1])[CH2:6][CH2:5][C:4]3=[O:7])[CH:9]=[CH:10][CH:11]=2)[N:16]([CH2:18][C:19]2[CH:23]=[CH:22][S:21][CH:20]=2)[C:15]1=[O:24])=[O:46])=[O:45]. Given the reactants [O:1]=[C:2]1[CH2:6][CH2:5][C:4](=[O:7])[N:3]1[C:8]1[CH:9]=[CH:10][CH:11]=[C:12]2[C:17]=1[N:16]([CH2:18][C:19]1[CH:23]=[CH:22][S:21][CH:20]=1)[C:15](=[O:24])[CH:14]([NH:25][C:26](=[O:46])[C@H:27]([NH:32][C:33](=[O:45])[C:34]([NH:37]C(=O)OC(C)(C)C)([CH3:36])[CH3:35])[CH2:28][CH:29]([CH3:31])[CH3:30])[CH2:13]2.Cl.C(=O)(O)[O-].[Na+], predict the reaction product. (3) The product is: [N:4]1[CH:5]=[CH:6][C:7]([O:10][C:11]2[CH:17]=[CH:16][C:14]([NH:15][C:18]3([C:1]#[N:2])[CH2:21][CH2:20][CH2:19]3)=[CH:13][CH:12]=2)=[CH:8][CH:9]=1. Given the reactants [C-:1]#[N:2].[Na+].[N:4]1[CH:9]=[CH:8][C:7]([O:10][C:11]2[CH:17]=[CH:16][C:14]([NH2:15])=[CH:13][CH:12]=2)=[CH:6][CH:5]=1.[C:18]1(=O)[CH2:21][CH2:20][CH2:19]1, predict the reaction product. (4) Given the reactants [O:1]=[C:2]1[CH2:7][O:6][C@H:5]2[CH2:8][C:9]3[CH:10]=[CH:11][CH:12]=[CH:13][C:14]=3[C@H:4]2[N:3]1[CH2:15][C:16]([O:18]CC)=[O:17].[Li+].[OH-].Cl, predict the reaction product. The product is: [O:1]=[C:2]1[CH2:7][O:6][C@H:5]2[CH2:8][C:9]3[CH:10]=[CH:11][CH:12]=[CH:13][C:14]=3[C@H:4]2[N:3]1[CH2:15][C:16]([OH:18])=[O:17]. (5) Given the reactants [C:1]1([C:11]2([CH2:16][C:17]([NH2:19])=[NH:18])[CH2:15][CH2:14][CH2:13][CH2:12]2)[C:10]2[C:5](=[CH:6][CH:7]=[CH:8][CH:9]=2)[CH:4]=[CH:3][CH:2]=1.Cl.[C:21]([O:25][C:26](=[O:41])/[C:27](/O)=[C:28](\[O:32][CH2:33][C:34]1[CH:39]=[CH:38][CH:37]=[CH:36][CH:35]=1)/[C:29](O)=[O:30])([CH3:24])([CH3:23])[CH3:22].C[O-].[Na+], predict the reaction product. The product is: [C:21]([O:25][C:26]([C:27]1[C:28]([O:32][CH2:33][C:34]2[CH:39]=[CH:38][CH:37]=[CH:36][CH:35]=2)=[C:29]([OH:30])[N:19]=[C:17]([CH2:16][C:11]2([C:1]3[C:10]4[C:5](=[CH:6][CH:7]=[CH:8][CH:9]=4)[CH:4]=[CH:3][CH:2]=3)[CH2:15][CH2:14][CH2:13][CH2:12]2)[N:18]=1)=[O:41])([CH3:24])([CH3:22])[CH3:23]. (6) Given the reactants [Cl:1][C:2]1[CH:7]=[CH:6][C:5]([C:8]2[C:9]([C:14]([O:16]CC)=[O:15])=[CH:10][CH:11]=[CH:12][CH:13]=2)=[CH:4][C:3]=1[C:19]([NH:21][CH2:22][C:23]12[CH2:32][CH:27]3[CH2:28][CH:29]([CH2:31][CH:25]([CH2:26]3)[CH2:24]1)[CH2:30]2)=[O:20].[OH-].[Na+], predict the reaction product. The product is: [Cl:1][C:2]1[CH:7]=[CH:6][C:5]([C:8]2[C:9]([C:14]([OH:16])=[O:15])=[CH:10][CH:11]=[CH:12][CH:13]=2)=[CH:4][C:3]=1[C:19]([NH:21][CH2:22][C:23]12[CH2:32][CH:27]3[CH2:28][CH:29]([CH2:31][CH:25]([CH2:26]3)[CH2:24]1)[CH2:30]2)=[O:20].